This data is from Reaction yield outcomes from USPTO patents with 853,638 reactions. The task is: Predict the reaction yield, written as a fraction of the theoretical maximum amount of product (1.0 means a 100% yield; for example, 0.34 means a 34% yield). (1) The reactants are [OH:1][CH2:2][CH:3]1[CH2:8][CH2:7][NH:6][CH2:5][CH2:4]1.C(=O)([O-])[O-].[K+].[K+].Cl[C:16]([O:18][CH3:19])=[O:17].ClCCl. The catalyst is O. The product is [CH3:19][O:18][C:16]([N:6]1[CH2:7][CH2:8][CH:3]([CH2:2][OH:1])[CH2:4][CH2:5]1)=[O:17]. The yield is 0.900. (2) The yield is 0.630. The catalyst is CN(C=O)C. The reactants are [Br:1][C:2]1[CH:7]=[CH:6][C:5]([C:8]2O[C:12](=O)[C:11]([C:15]([O:17][CH3:18])=[O:16])=[C:10]([S:19][CH3:20])[CH:9]=2)=[CH:4][CH:3]=1.[C:21]1([N:27]2[CH:35]=[C:34]3[C:29]([CH2:30][CH2:31][CH2:32]C3=O)=[N:28]2)[CH:26]=[CH:25][CH:24]=[CH:23][CH:22]=1.[OH-].[K+].Cl. The product is [Br:1][C:2]1[CH:7]=[CH:6][C:5]([C:8]2[C:32]3[CH2:31][CH2:30][C:29]4[C:34](=[CH:35][N:27]([C:21]5[CH:22]=[CH:23][CH:24]=[CH:25][CH:26]=5)[N:28]=4)[C:12]=3[C:11]([C:15]([O:17][CH3:18])=[O:16])=[C:10]([S:19][CH3:20])[CH:9]=2)=[CH:4][CH:3]=1. (3) The reactants are [OH:1][C:2]1[C:6]([CH3:8])([CH3:7])[O:5][C:4](=[O:9])[C:3]=1[C:10]1[CH:15]=[CH:14][C:13]([O:16][CH2:17][C:18]2[CH:27]=[CH:26][C:25]3[C:20](=[CH:21][CH:22]=[CH:23][CH:24]=3)[N:19]=2)=[CH:12][CH:11]=1.[S:28](O[S:28]([C:31]([F:34])([F:33])[F:32])(=[O:30])=[O:29])([C:31]([F:34])([F:33])[F:32])(=[O:30])=[O:29]. The catalyst is C(Cl)Cl.O. The product is [F:32][C:31]([F:34])([F:33])[S:28]([O:1][C:2]1[C:6]([CH3:8])([CH3:7])[O:5][C:4](=[O:9])[C:3]=1[C:10]1[CH:11]=[CH:12][C:13]([O:16][CH2:17][C:18]2[CH:27]=[CH:26][C:25]3[C:20](=[CH:21][CH:22]=[CH:23][CH:24]=3)[N:19]=2)=[CH:14][CH:15]=1)(=[O:30])=[O:29]. The yield is 0.370. (4) The reactants are [NH2:1][C:2]1[CH:17]=[CH:16][CH:15]=[C:14]([Cl:18])[C:3]=1[C:4]([NH:6][C:7]1[CH:12]=[CH:11][CH:10]=[CH:9][C:8]=1[F:13])=[O:5].[Cl:19][CH2:20][C:21](Cl)=O. The catalyst is C(O)(=O)C. The product is [Cl:18][C:14]1[CH:15]=[CH:16][CH:17]=[C:2]2[C:3]=1[C:4](=[O:5])[N:6]([C:7]1[CH:12]=[CH:11][CH:10]=[CH:9][C:8]=1[F:13])[C:21]([CH2:20][Cl:19])=[N:1]2. The yield is 0.400.